This data is from Merck oncology drug combination screen with 23,052 pairs across 39 cell lines. The task is: Regression. Given two drug SMILES strings and cell line genomic features, predict the synergy score measuring deviation from expected non-interaction effect. (1) Drug 1: N.N.O=C(O)C1(C(=O)O)CCC1.[Pt]. Drug 2: CC1(c2nc3c(C(N)=O)cccc3[nH]2)CCCN1. Cell line: EFM192B. Synergy scores: synergy=16.0. (2) Drug 1: COC12C(COC(N)=O)C3=C(C(=O)C(C)=C(N)C3=O)N1CC1NC12. Cell line: NCIH460. Drug 2: COC1CC2CCC(C)C(O)(O2)C(=O)C(=O)N2CCCCC2C(=O)OC(C(C)CC2CCC(OP(C)(C)=O)C(OC)C2)CC(=O)C(C)C=C(C)C(O)C(OC)C(=O)C(C)CC(C)C=CC=CC=C1C. Synergy scores: synergy=14.1. (3) Drug 1: CN1C(=O)C=CC2(C)C3CCC4(C)C(NC(=O)OCC(F)(F)F)CCC4C3CCC12. Drug 2: N.N.O=C(O)C1(C(=O)O)CCC1.[Pt]. Cell line: NCIH23. Synergy scores: synergy=-6.63. (4) Drug 1: Cn1nnc2c(C(N)=O)ncn2c1=O. Drug 2: Cn1c(=O)n(-c2ccc(C(C)(C)C#N)cc2)c2c3cc(-c4cnc5ccccc5c4)ccc3ncc21. Cell line: LNCAP. Synergy scores: synergy=97.1.